This data is from Forward reaction prediction with 1.9M reactions from USPTO patents (1976-2016). The task is: Predict the product of the given reaction. (1) Given the reactants C(N(CC)CC)C.[CH3:8][C@:9]12[C:15]([CH3:17])([CH3:16])[C@H:12]([CH2:13][CH2:14]1)[CH:11]([C:18](Cl)=[O:19])[C:10]2=O.C(O[C:27]([N:29](C)[NH:30][C:31]1[CH:36]=[CH:35][CH:34]=[CH:33][C:32]=1[C:37]#[N:38])=O)(C)(C)C.Cl.O1CCOCC1, predict the reaction product. The product is: [CH3:27][N:29]1[C:10]2[C@@:9]3([CH3:8])[C:15]([CH3:17])([CH3:16])[C@H:12]([CH2:13][CH2:14]3)[C:11]=2[C:18](=[O:19])[N:30]1[C:31]1[CH:36]=[CH:35][CH:34]=[CH:33][C:32]=1[C:37]#[N:38]. (2) The product is: [N:1]1[CH:6]=[CH:5][CH:4]=[C:3]([C:7]2[CH:19]=[CH:18][C:10]3[S:11][C:12]([C:14]([OH:16])=[O:15])=[CH:13][C:9]=3[CH:8]=2)[CH:2]=1. Given the reactants [N:1]1[CH:6]=[CH:5][CH:4]=[C:3]([C:7]2[CH:19]=[CH:18][C:10]3[S:11][C:12]([C:14]([O:16]C)=[O:15])=[CH:13][C:9]=3[CH:8]=2)[CH:2]=1.O.[OH-].[Li+].O, predict the reaction product. (3) Given the reactants C[O:2][C:3]([C:5]1([N:13]([C:15](=[O:27])[CH2:16][C:17]2[C:22]([CH:23]=[CH2:24])=[CH:21][C:20]([CH3:25])=[CH:19][C:18]=2[CH3:26])[CH3:14])[CH2:10][CH2:9][N:8]([O:11][CH3:12])[CH2:7][CH2:6]1)=O.C[O-].[Na+], predict the reaction product. The product is: [CH3:26][C:18]1[CH:19]=[C:20]([CH3:25])[CH:21]=[C:22]([CH:23]=[CH2:24])[C:17]=1[C:16]1[C:15](=[O:27])[N:13]([CH3:14])[C:5]2([CH2:10][CH2:9][N:8]([O:11][CH3:12])[CH2:7][CH2:6]2)[C:3]=1[OH:2]. (4) The product is: [ClH:54].[NH2:8][CH2:9][C:10]([O:12][C:13]1([CH2:16][CH2:17][O:18][C:19]2[CH:28]=[C:27]3[C:22]([C:23]([O:29][C:30]4[CH:35]=[CH:34][C:33]([NH:36][C:37]([C:39]5[C:40](=[O:52])[N:41]([C:46]6[CH:47]=[CH:48][CH:49]=[CH:50][CH:51]=6)[N:42]([CH3:45])[C:43]=5[CH3:44])=[O:38])=[CH:32][C:31]=4[F:53])=[CH:24][CH:25]=[N:26]3)=[CH:21][CH:20]=2)[CH2:15][CH2:14]1)=[O:11]. Given the reactants C(OC([NH:8][CH2:9][C:10]([O:12][C:13]1([CH2:16][CH2:17][O:18][C:19]2[CH:28]=[C:27]3[C:22]([C:23]([O:29][C:30]4[CH:35]=[CH:34][C:33]([NH:36][C:37]([C:39]5[C:40](=[O:52])[N:41]([C:46]6[CH:51]=[CH:50][CH:49]=[CH:48][CH:47]=6)[N:42]([CH3:45])[C:43]=5[CH3:44])=[O:38])=[CH:32][C:31]=4[F:53])=[CH:24][CH:25]=[N:26]3)=[CH:21][CH:20]=2)[CH2:15][CH2:14]1)=[O:11])=O)(C)(C)C.[ClH:54], predict the reaction product. (5) Given the reactants C[N:2]([CH:4]=[C:5]1[CH2:17][CH2:16][C:15]2[C:14]3[C:9](=[CH:10][CH:11]=[C:12]([N+:18]([O-:20])=[O:19])[CH:13]=3)[NH:8][C:7]=2[C:6]1=O)C.O.[NH2:23]N, predict the reaction product. The product is: [N+:18]([C:12]1[CH:13]=[C:14]2[C:9](=[CH:10][CH:11]=1)[NH:8][C:7]1[C:6]3=[N:23][NH:2][CH:4]=[C:5]3[CH2:17][CH2:16][C:15]2=1)([O-:20])=[O:19]. (6) Given the reactants C([O:4][C:5]1[C:6](=[O:12])[CH:7]=[CH:8][C:9](=[O:11])[CH:10]=1)C=C.[C:13]([C:17]1[CH:24]=[CH:23][C:20]([CH:21]=[CH2:22])=[CH:19][CH:18]=1)([CH3:16])([CH3:15])[CH3:14].[CH:25](O)([CH3:27])[CH3:26], predict the reaction product. The product is: [CH2:27]([C:10]1[C:9](=[O:11])[C:8]2[CH:22]=[CH:21][C:20]3[C:19]([C:7]=2[C:6](=[O:12])[C:5]=1[OH:4])=[CH:18][C:17]([C:13]([CH3:16])([CH3:14])[CH3:15])=[CH:24][CH:23]=3)[CH:25]=[CH2:26]. (7) Given the reactants [CH3:1][CH2:2][O:3][C:4]([C:6]1[N:7](C(OC(C)(C)C)=O)[C:8]2[C:13]([CH:14]=1)=[CH:12][C:11]([Cl:15])=[CH:10][C:9]=2[CH2:16][C:17]#[N:18])=[O:5].C(O)(C(F)(F)F)=O, predict the reaction product. The product is: [CH2:2]([O:3][C:4]([C:6]1[NH:7][C:8]2[C:13]([CH:14]=1)=[CH:12][C:11]([Cl:15])=[CH:10][C:9]=2[CH2:16][C:17]#[N:18])=[O:5])[CH3:1].